This data is from Reaction yield outcomes from USPTO patents with 853,638 reactions. The task is: Predict the reaction yield, written as a fraction of the theoretical maximum amount of product (1.0 means a 100% yield; for example, 0.34 means a 34% yield). (1) The reactants are C([Si](C)(C)[O:6][CH2:7][CH2:8][CH2:9][N:10]1[CH:15]=[C:14]([C:16]2[S:17][CH:18]=[CH:19][C:20]=2[CH3:21])[C:13](=[O:22])[NH:12][C:11]1=[O:23])(C)(C)C.Cl. The catalyst is O1CCOCC1. The product is [OH:6][CH2:7][CH2:8][CH2:9][N:10]1[CH:15]=[C:14]([C:16]2[S:17][CH:18]=[CH:19][C:20]=2[CH3:21])[C:13](=[O:22])[NH:12][C:11]1=[O:23]. The yield is 0.720. (2) The reactants are Br[C:2]1[CH:11]=[CH:10][C:9]2[C:4](=[CH:5][CH:6]=[C:7]([C:12]([CH3:15])([CH3:14])[CH3:13])[CH:8]=2)[CH:3]=1.C1(P(C2C=CC=CC=2)CCCP(C2C=CC=CC=2)C2C=CC=CC=2)C=CC=CC=1.C(N(CC)CC)C.C[CH2:53][O:54][C:55](C)=[O:56].C1(C)C=CC=CC=1. The catalyst is CO.CN(C=O)C.C([O-])(=O)C.[Pd+2].C([O-])(=O)C. The product is [C:12]([C:7]1[CH:8]=[C:9]2[C:4](=[CH:5][CH:6]=1)[CH:3]=[C:2]([C:55]([O:54][CH3:53])=[O:56])[CH:11]=[CH:10]2)([CH3:15])([CH3:14])[CH3:13]. The yield is 0.940. (3) The reactants are [OH:1][C:2]([C:34]1[S:35][CH:36]=[CH:37][CH:38]=1)([C:29]1[S:30][CH:31]=[CH:32][CH:33]=1)[C:3]([O:5][C@H:6]1[CH2:11][CH2:10][C@H:9]([N:12]([CH2:14][CH2:15][CH2:16][N:17]2[C:21]3[CH:22]=[CH:23][C:24]([CH:26]=O)=[CH:25][C:20]=3[NH:19][C:18]2=[O:28])[CH3:13])[CH2:8][CH2:7]1)=[O:4].C(O)(=O)C.[NH2:43][CH2:44][C@@H:45]([C:54]1[CH:55]=[CH:56][C:57]([OH:63])=[C:58]([NH:60][CH:61]=[O:62])[CH:59]=1)[O:46][Si:47]([C:50]([CH3:53])([CH3:52])[CH3:51])([CH3:49])[CH3:48].C(O[BH-](OC(=O)C)OC(=O)C)(=O)C.[Na+].OC(C1SC=CC=1)(C1SC=CC=1)C(O[C@H]1CC[C@H](N(CCCN2C3C=CC(CNC[C@H](O[Si](C(C)(C)C)(C)C)C4C=CC(O)=C5C=4C=CC(=O)N5)=CC=3OC2=O)C)CC1)=O. No catalyst specified. The product is [OH:1][C:2]([C:29]1[S:30][CH:31]=[CH:32][CH:33]=1)([C:34]1[S:35][CH:36]=[CH:37][CH:38]=1)[C:3]([O:5][C@H:6]1[CH2:7][CH2:8][C@H:9]([N:12]([CH2:14][CH2:15][CH2:16][N:17]2[C:21]3[CH:22]=[CH:23][C:24]([CH2:26][NH:43][CH2:44][C@H:45]([O:46][Si:47]([C:50]([CH3:53])([CH3:52])[CH3:51])([CH3:48])[CH3:49])[C:54]4[CH:55]=[CH:56][C:57]([OH:63])=[C:58]([NH:60][CH:61]=[O:62])[CH:59]=4)=[CH:25][C:20]=3[NH:19][C:18]2=[O:28])[CH3:13])[CH2:10][CH2:11]1)=[O:4]. The yield is 0.560. (4) The reactants are [Si:1]([O:8][C@@H:9]1[C@@:26]2([CH3:27])[C:13](=[CH:14][CH:15]=[C:16]3[C@@H:25]2[CH2:24][CH2:23][C@@:21]2([CH3:22])[C@H:17]3[CH2:18][CH:19]=[C:20]2[CH2:28][O:29][CH2:30][C:31](OC(C)(C)C)=[O:32])[CH2:12][C@@H:11]([O:38][Si:39]([C:42]([CH3:45])([CH3:44])[CH3:43])([CH3:41])[CH3:40])[CH2:10]1)([C:4]([CH3:7])([CH3:6])[CH3:5])([CH3:3])[CH3:2].[CH2:46]([Mg]Br)[CH3:47].O1CC[CH2:52][CH2:51]1. The catalyst is O1CCCC1. The product is [Si:1]([O:8][C@@H:9]1[C@@:26]2([CH3:27])[C:13](=[CH:14][CH:15]=[C:16]3[C@@H:25]2[CH2:24][CH2:23][C@@:21]2([CH3:22])[C@H:17]3[CH2:18][CH:19]=[C:20]2[CH2:28][O:29][CH2:30][C:31]([CH2:46][CH3:47])([OH:32])[CH2:51][CH3:52])[CH2:12][C@@H:11]([O:38][Si:39]([C:42]([CH3:43])([CH3:45])[CH3:44])([CH3:41])[CH3:40])[CH2:10]1)([C:4]([CH3:5])([CH3:6])[CH3:7])([CH3:3])[CH3:2]. The yield is 0.810. (5) The reactants are [CH3:1][C:2]1[C:3]([C:11]2[S:12][CH:13]=[CH:14][CH:15]=2)=[N:4][O:5][C:6]=1[C:7]([F:10])([F:9])[F:8].[C:16]([C:18]1[CH:26]=[CH:25][C:21]([C:22](Cl)=[O:23])=[CH:20][CH:19]=1)#[N:17]. No catalyst specified. The product is [CH3:1][C:2]1[C:3]([C:11]2[S:12][C:13]([C:22]([C:21]3[CH:25]=[CH:26][C:18]([C:16]#[N:17])=[CH:19][CH:20]=3)=[O:23])=[CH:14][CH:15]=2)=[N:4][O:5][C:6]=1[C:7]([F:8])([F:10])[F:9]. The yield is 0.360. (6) The reactants are C(Cl)(=O)C(Cl)=O.CS(C)=O.[C:11]([O:15][C:16]([N:18]1[CH2:22][CH2:21][C@H:20]([O:23][Si:24]([C:27]([CH3:30])([CH3:29])[CH3:28])([CH3:26])[CH3:25])[C@H:19]1[CH2:31][OH:32])=[O:17])([CH3:14])([CH3:13])[CH3:12].C(N(CC)CC)C. The catalyst is C(Cl)Cl. The product is [C:11]([O:15][C:16]([N:18]1[CH2:22][CH2:21][C@H:20]([O:23][Si:24]([C:27]([CH3:30])([CH3:29])[CH3:28])([CH3:26])[CH3:25])[C@H:19]1[CH:31]=[O:32])=[O:17])([CH3:14])([CH3:13])[CH3:12]. The yield is 0.860. (7) The reactants are [F:1][C:2]1[CH:7]=[CH:6][C:5]([NH:8][C:9]2[N:10]([CH3:28])[C:11]3[C:20]4[C:19](=[O:21])[NH:18][C:17]([CH:22]([OH:25])[CH:23]=[CH2:24])=[C:16]([CH3:26])[C:15]=4[CH:14]=[CH:13][C:12]=3[N:27]=2)=[C:4]([CH3:29])[CH:3]=1.[C:30](OC(=O)C)(=[O:32])[CH3:31].C(OCC)C. The catalyst is CN(C1C=CN=CC=1)C.C(Cl)Cl.CO.C(Cl)Cl. The product is [F:1][C:2]1[CH:7]=[CH:6][C:5]([NH:8][C:9]2[N:10]([CH3:28])[C:11]3[C:20]4[C:19](=[O:21])[NH:18][C:17]([CH:22]([O:25][C:30](=[O:32])[CH3:31])[CH:23]=[CH2:24])=[C:16]([CH3:26])[C:15]=4[CH:14]=[CH:13][C:12]=3[N:27]=2)=[C:4]([CH3:29])[CH:3]=1. The yield is 0.804. (8) The reactants are [CH:1]1([N:4]([C:12]2[C:17]([CH3:18])=[C:16]([O:19][C:20]3[CH:25]=[CH:24][C:23]([S:26]([CH3:29])(=[O:28])=[O:27])=[CH:22][C:21]=3[F:30])[N:15]=[CH:14][N:13]=2)[CH2:5][CH:6]2[CH2:11][CH2:10][NH:9][CH2:8][CH2:7]2)[CH2:3][CH2:2]1.C(N(CC)CC)C.Cl[C:39]([O:41][CH:42]([CH3:44])[CH3:43])=[O:40]. The catalyst is C1COCC1. The product is [CH:42]([O:41][C:39]([N:9]1[CH2:10][CH2:11][CH:6]([CH2:5][N:4]([CH:1]2[CH2:3][CH2:2]2)[C:12]2[C:17]([CH3:18])=[C:16]([O:19][C:20]3[CH:25]=[CH:24][C:23]([S:26]([CH3:29])(=[O:27])=[O:28])=[CH:22][C:21]=3[F:30])[N:15]=[CH:14][N:13]=2)[CH2:7][CH2:8]1)=[O:40])([CH3:44])[CH3:43]. The yield is 0.830. (9) The reactants are [OH-].[Na+].[CH3:3][O:4][C:5]1[CH:6]=[C:7]([C:15]#[C:16]/[CH:17]=[CH:18]/[C:19]([N:21]2[CH2:26][CH2:25][CH:24]([CH2:27][CH:28]([C:54]([O:56]C)=[O:55])[CH2:29][CH:30]3[CH2:35][CH2:34][N:33]([C:36](=[O:53])/[CH:37]=[CH:38]/[C:39]#[C:40][C:41]4[CH:46]=[C:45]([O:47][CH3:48])[C:44]([O:49][CH3:50])=[C:43]([O:51][CH3:52])[CH:42]=4)[CH2:32][CH2:31]3)[CH2:23][CH2:22]2)=[O:20])[CH:8]=[C:9]([O:13][CH3:14])[C:10]=1[O:11][CH3:12].Cl. The catalyst is CO. The product is [CH3:52][O:51][C:43]1[CH:42]=[C:41]([C:40]#[C:39]/[CH:38]=[CH:37]/[C:36]([N:33]2[CH2:32][CH2:31][CH:30]([CH2:29][CH:28]([C:54]([OH:56])=[O:55])[CH2:27][CH:24]3[CH2:25][CH2:26][N:21]([C:19](=[O:20])/[CH:18]=[CH:17]/[C:16]#[C:15][C:7]4[CH:6]=[C:5]([O:4][CH3:3])[C:10]([O:11][CH3:12])=[C:9]([O:13][CH3:14])[CH:8]=4)[CH2:22][CH2:23]3)[CH2:35][CH2:34]2)=[O:53])[CH:46]=[C:45]([O:47][CH3:48])[C:44]=1[O:49][CH3:50]. The yield is 0.350. (10) The reactants are [Br:1][C:2]1[CH:7]=[CH:6][C:5]([CH3:8])=[CH:4][C:3]=1I.C([Mg]Br)(C)C.[CH3:15][CH2:16][C:17](=[O:20])[CH2:18][CH3:19].CC(=O)OCC. The catalyst is C1COCC1. The product is [Br:1][C:2]1[CH:7]=[CH:6][C:5]([CH3:8])=[CH:4][C:3]=1[C:17]([OH:20])([CH2:18][CH3:19])[CH2:16][CH3:15]. The yield is 0.269.